This data is from Full USPTO retrosynthesis dataset with 1.9M reactions from patents (1976-2016). The task is: Predict the reactants needed to synthesize the given product. (1) Given the product [CH3:1][C:2]1[CH:11]=[CH:10][C:9]2[C:4](=[CH:5][CH:6]=[CH:7][C:8]=2[CH:12]2[CH2:17][CH2:16][N:15]([CH2:19][C:20]([C:22]3[CH:23]=[CH:24][C:25]4[O:30][CH2:29][C:28](=[O:31])[NH:27][C:26]=4[CH:32]=3)=[O:21])[CH2:14][CH2:13]2)[N:3]=1, predict the reactants needed to synthesize it. The reactants are: [CH3:1][C:2]1[CH:11]=[CH:10][C:9]2[C:4](=[CH:5][CH:6]=[CH:7][C:8]=2[CH:12]2[CH2:17][CH2:16][NH:15][CH2:14][CH2:13]2)[N:3]=1.Cl[CH2:19][C:20]([C:22]1[CH:23]=[CH:24][C:25]2[O:30][CH2:29][C:28](=[O:31])[NH:27][C:26]=2[CH:32]=1)=[O:21].C(#N)C. (2) Given the product [CH3:1][O:2][C:3](=[O:14])[CH2:4][O:5][C:6]1[CH:11]=[CH:10][C:9]([Cl:12])=[C:8]2[C:7]=1[C:18](=[O:17])[C:19]([CH2:24][C:25]1[CH:26]=[CH:27][C:28]([S:31]([CH3:34])(=[O:32])=[O:33])=[CH:29][CH:30]=1)=[C:20]([CH2:21][CH3:22])[NH:13]2, predict the reactants needed to synthesize it. The reactants are: [CH3:1][O:2][C:3](=[O:14])[CH2:4][O:5][C:6]1[CH:11]=[CH:10][C:9]([Cl:12])=[C:8]([NH2:13])[CH:7]=1.C([O:17][C:18](=O)[CH:19]([CH2:24][C:25]1[CH:30]=[CH:29][C:28]([S:31]([CH3:34])(=[O:33])=[O:32])=[CH:27][CH:26]=1)[C:20](=O)[CH2:21][CH3:22])C.O1CCOCC1.C([O-])(=O)C.[Na+]. (3) Given the product [CH:12]1([C:2]2[CH:9]=[CH:8][C:5]([CH:6]=[O:7])=[CH:4][C:3]=2[O:10][CH3:11])[CH2:14][CH2:13]1, predict the reactants needed to synthesize it. The reactants are: Br[C:2]1[CH:9]=[CH:8][C:5]([CH:6]=[O:7])=[CH:4][C:3]=1[O:10][CH3:11].[CH:12]1(B(O)O)[CH2:14][CH2:13]1.P([O-])([O-])([O-])=O.[K+].[K+].[K+].C1(P(C2CCCCC2)C2CCCCC2)CCCCC1. (4) Given the product [Cl:1][C:2]1[CH:8]=[C:7]([Cl:9])[CH:6]=[C:4]2[C:3]=1[CH:22]([C:21]1[CH:24]=[CH:25][C:18]([F:17])=[CH:19][CH:20]=1)[CH2:23][CH:11]([C:10]([OH:14])=[O:13])[NH:5]2, predict the reactants needed to synthesize it. The reactants are: [Cl:1][C:2]1[CH:3]=[C:4]([CH:6]=[C:7]([Cl:9])[CH:8]=1)[NH2:5].[C:10]([O:14]CC)(=[O:13])[CH:11]=O.[F:17][C:18]1[CH:25]=[CH:24][C:21]([CH:22]=[CH2:23])=[CH:20][CH:19]=1.FC(F)(F)C(O)=O.[OH-].[Na+]. (5) Given the product [O:1]=[C:2]1[C:6]2([CH2:15][CH2:14][C:13]3[C:8](=[CH:9][CH:10]=[C:11]([C:16]([OH:18])=[O:17])[CH:12]=3)[CH2:7]2)[CH2:5][CH2:4][NH:3]1, predict the reactants needed to synthesize it. The reactants are: [O:1]=[C:2]1[C:6]2([CH2:15][CH2:14][C:13]3[C:8](=[CH:9][CH:10]=[C:11]([C:16]([O:18]C)=[O:17])[CH:12]=3)[CH2:7]2)[CH2:5][CH2:4][NH:3]1.[OH-].[Li+].Cl. (6) Given the product [CH3:55][C:56]1[CH:61]=[C:60]([N:62]2[CH2:63][CH2:64][O:65][CH2:66][CH2:67]2)[CH:59]=[CH:58][C:57]=1[NH:68][C:69]([N:71]1[C:75]2[N:76]=[C:77]([N:105]3[CH2:110][CH2:109][O:108][CH2:107][CH2:106]3)[N:78]=[C:79]([C:80]3[CH:81]=[N:82][C:83]([NH2:86])=[N:84][CH:85]=3)[C:74]=2[CH2:73][CH2:72]1)=[O:70], predict the reactants needed to synthesize it. The reactants are: COC1C=CC(CN(CC2C=CC(OC)=CC=2)C2N=CC(C3C4CCNC=4N=C(N4CCOCC4)N=3)=CN=2)=CC=1.CC1C=C(N2CCOCC2)C=CC=1N.[CH3:55][C:56]1[CH:61]=[C:60]([N:62]2[CH2:67][CH2:66][O:65][CH2:64][CH2:63]2)[CH:59]=[CH:58][C:57]=1[NH:68][C:69]([N:71]1[C:75]2[N:76]=[C:77]([N:105]3[CH2:110][CH2:109][O:108][CH2:107][CH2:106]3)[N:78]=[C:79]([C:80]3[CH:81]=[N:82][C:83]([N:86](CC4C=CC(OC)=CC=4)CC4C=CC(OC)=CC=4)=[N:84][CH:85]=3)[C:74]=2[CH2:73][CH2:72]1)=[O:70]. (7) Given the product [CH3:1][C:2]1([CH3:26])[C@H:7]2[CH2:8][C@@H:9]([OH:21])[C@@:10]34[C:19](=[O:20])[C:17](=[CH2:18])[C@@H:14]([C@H:15]3[OH:16])[CH2:13][CH2:12][C@H:11]4[C@:6]2([CH2:22][OH:23])[C@@H:5]([OH:25])[CH2:4][CH2:3]1, predict the reactants needed to synthesize it. The reactants are: [CH3:1][C:2]1([CH3:26])[C@H:7]2[CH2:8][C@@H:9]3[O:21][CH:22]([O:23]C)[C@@:6]2([C@@H:11]2[CH2:12][CH2:13][C@H:14]4[C:17]([C:19](=[O:20])[C@@:10]32[C@@H:15]4[OH:16])=[CH2:18])[C@@H:5]([OH:25])[CH2:4][CH2:3]1. (8) Given the product [CH2:30]([C:16]1[N:17]=[C:18]([C:20]2[CH:25]=[CH:24][C:23]([C:26]([F:27])([F:28])[F:29])=[CH:22][CH:21]=2)[O:19][C:15]=1[CH:13]([O:12][C:9]1[CH:10]=[CH:11][C:6]([CH2:5][CH2:4][C:3]([OH:33])=[O:2])=[C:7]([CH3:32])[CH:8]=1)[CH3:14])[CH3:31], predict the reactants needed to synthesize it. The reactants are: C[O:2][C:3](=[O:33])[CH2:4][CH2:5][C:6]1[CH:11]=[CH:10][C:9]([O:12][CH:13]([C:15]2[O:19][C:18]([C:20]3[CH:25]=[CH:24][C:23]([C:26]([F:29])([F:28])[F:27])=[CH:22][CH:21]=3)=[N:17][C:16]=2[CH2:30][CH3:31])[CH3:14])=[CH:8][C:7]=1[CH3:32].[OH-].[Na+].C1COCC1. (9) Given the product [Br:1][C:2]1[CH:3]=[C:4]2[C:9](=[C:10]([Cl:12])[CH:11]=1)[N:8]1[C:14]([CH3:15])=[N:17][N:18]=[C:7]1[CH2:6][CH2:5]2, predict the reactants needed to synthesize it. The reactants are: [Br:1][C:2]1[CH:3]=[C:4]2[C:9](=[C:10]([Cl:12])[CH:11]=1)[NH:8][C:7](=S)[CH2:6][CH2:5]2.[C:14]([NH:17][NH2:18])(=O)[CH3:15].